The task is: Predict the reactants needed to synthesize the given product.. This data is from Full USPTO retrosynthesis dataset with 1.9M reactions from patents (1976-2016). (1) Given the product [Cl:21][C:22]1[CH:23]=[C:24]([CH:28]=[CH:29][C:30]=1[F:31])[C:25]([N:8]1[C:9]2[C:4](=[CH:3][C:2]([F:1])=[CH:11][CH:10]=2)[C@H:5]([NH:13][C:14]2[CH:19]=[CH:18][C:17]([F:20])=[CH:16][CH:15]=2)[CH2:6][C@@H:7]1[CH3:12])=[O:26], predict the reactants needed to synthesize it. The reactants are: [F:1][C:2]1[CH:3]=[C:4]2[C:9](=[CH:10][CH:11]=1)[NH:8][C@@H:7]([CH3:12])[CH2:6][C@H:5]2[NH:13][C:14]1[CH:19]=[CH:18][C:17]([F:20])=[CH:16][CH:15]=1.[Cl:21][C:22]1[CH:23]=[C:24]([CH:28]=[CH:29][C:30]=1[F:31])[C:25](Cl)=[O:26]. (2) Given the product [CH3:22][O:21][CH2:20][CH2:19][O:18][CH2:17][CH2:16][C:10]([S:5][CH2:4][C@@H:3]([C:6]([OH:8])=[O:7])[NH2:2])=[O:11], predict the reactants needed to synthesize it. The reactants are: Cl.[NH2:2][C@H:3]([C:6]([OH:8])=[O:7])[CH2:4][SH:5].C[CH2:10][O:11]CC.CO[CH2:16][CH2:17][O:18][CH2:19][CH2:20][O:21][C:22](Cl)=O. (3) Given the product [C:1]([O:5][C:6]([N:8]1[CH2:13][CH:12]=[C:11]([C:35]2[CH:34]=[C:33]([C:24]3[CH:29]=[CH:28][CH:27]=[CH:26][CH:25]=3)[CH:38]=[CH:37][CH:36]=2)[CH2:10][CH2:9]1)=[O:7])([CH3:4])([CH3:3])[CH3:2], predict the reactants needed to synthesize it. The reactants are: [C:1]([O:5][C:6]([N:8]1[CH2:13][CH:12]=[C:11](OS(C(F)(F)F)(=O)=O)[CH2:10][CH2:9]1)=[O:7])([CH3:4])([CH3:3])[CH3:2].[Li+].[Cl-].[C:24]1([C:33]2[CH:38]=[CH:37][CH:36]=[CH:35][CH:34]=2)[CH:29]=[CH:28][CH:27]=[C:26](B(O)O)[CH:25]=1.C([O-])([O-])=O.[Na+].[Na+]. (4) Given the product [C:25]([C:7]1[C:8]2[C:13](=[CH:12][CH:11]=[C:10]([O:16][C:17]3[CH:18]=[CH:19][C:20]([O:23][CH3:24])=[CH:21][CH:22]=3)[CH:9]=2)[C:14]([OH:15])=[C:5]([C:3]([NH:27][C:28]([CH3:34])([CH3:33])[CH2:29][C:30]([OH:32])=[O:31])=[O:4])[N:6]=1)#[N:26], predict the reactants needed to synthesize it. The reactants are: CO[C:3]([C:5]1[N:6]=[C:7]([C:25]#[N:26])[C:8]2[C:13]([C:14]=1[OH:15])=[CH:12][CH:11]=[C:10]([O:16][C:17]1[CH:22]=[CH:21][C:20]([O:23][CH3:24])=[CH:19][CH:18]=1)[CH:9]=2)=[O:4].[NH2:27][C:28]([CH3:34])([CH3:33])[CH2:29][C:30]([OH:32])=[O:31].C[O-].[Na+].Cl. (5) The reactants are: [C:1]([NH:4][C:5]1[N:10]=[CH:9][C:8]([NH:11][C:12](=[O:14])[O-])=[CH:7][CH:6]=1)(=[O:3])[CH3:2].[F:15][C:16]1[CH:21]=[CH:20][C:19]([C:22]2[N:23]=[C:24]([CH:27]3[CH2:32][CH2:31][NH:30][CH2:29][CH2:28]3)[S:25][CH:26]=2)=[CH:18][CH:17]=1.C(N(C(C)C)CC)(C)C.O. Given the product [C:1]([NH:4][C:5]1[N:10]=[CH:9][C:8]([NH:11][C:12]([N:30]2[CH2:29][CH2:28][CH:27]([C:24]3[S:25][CH:26]=[C:22]([C:19]4[CH:18]=[CH:17][C:16]([F:15])=[CH:21][CH:20]=4)[N:23]=3)[CH2:32][CH2:31]2)=[O:14])=[CH:7][CH:6]=1)(=[O:3])[CH3:2], predict the reactants needed to synthesize it. (6) Given the product [Cl:21][C:5]1[C:6]([NH:8][C:9]2[CH:14]=[CH:13][CH:12]=[CH:11][C:10]=2[S:15]([N:18]([CH3:20])[CH3:19])(=[O:17])=[O:16])=[N:7][C:2]([NH:34][C:33]2[CH:32]=[CH:31][C:30]([CH2:29][N:26]3[CH2:25][CH2:24][N:23]([CH3:22])[CH2:28][CH2:27]3)=[CH:36][CH:35]=2)=[N:3][CH:4]=1, predict the reactants needed to synthesize it. The reactants are: Cl[C:2]1[N:7]=[C:6]([NH:8][C:9]2[CH:14]=[CH:13][CH:12]=[CH:11][C:10]=2[S:15]([N:18]([CH3:20])[CH3:19])(=[O:17])=[O:16])[C:5]([Cl:21])=[CH:4][N:3]=1.[CH3:22][N:23]1[CH2:28][CH2:27][N:26]([CH2:29][C:30]2[CH:36]=[CH:35][C:33]([NH2:34])=[CH:32][CH:31]=2)[CH2:25][CH2:24]1. (7) Given the product [F:1][C:2]1[CH:3]=[CH:4][C:5]([OH:29])=[C:6]([C:8]([CH3:28])([CH3:27])[CH2:9][C:10]([C:23]([F:26])([F:25])[F:24])([OH:22])[CH2:11][NH:12][C:13]2[CH:21]=[CH:20][CH:19]=[C:18]3[C:14]=2[CH:15]=[CH:16][N:17]3[C:35]2[CH:36]=[N:37][C:32]([F:31])=[CH:33][CH:34]=2)[CH:7]=1, predict the reactants needed to synthesize it. The reactants are: [F:1][C:2]1[CH:3]=[CH:4][C:5]([O:29]O)=[C:6]([C:8]([CH3:28])([CH3:27])[CH2:9][C:10]([C:23]([F:26])([F:25])[F:24])([OH:22])[CH2:11][NH:12][C:13]2[CH:21]=[CH:20][CH:19]=[C:18]3[C:14]=2[CH:15]=[CH:16][NH:17]3)[CH:7]=1.[F:31][C:32]1[N:37]=[CH:36][C:35](B(O)O)=[CH:34][CH:33]=1.